Dataset: Forward reaction prediction with 1.9M reactions from USPTO patents (1976-2016). Task: Predict the product of the given reaction. The product is: [F:1][C:2]1([F:24])[CH2:7][CH2:6][CH:5]([CH2:8][NH:9][C:10]([C:12]2[C:13]3[CH:14]=[CH:15][C:16]([N:38]4[CH2:39][CH2:40][C@@H:36]([NH:35][CH3:34])[CH2:37]4)=[N:17][C:18]=3[CH:19]=[CH:20][C:21]=2[Cl:22])=[O:11])[CH2:4][CH2:3]1. Given the reactants [F:1][C:2]1([F:24])[CH2:7][CH2:6][CH:5]([CH2:8][NH:9][C:10]([C:12]2[C:13]3[CH:14]=[CH:15][C:16](Cl)=[N:17][C:18]=3[CH:19]=[CH:20][C:21]=2[Cl:22])=[O:11])[CH2:4][CH2:3]1.CCN(C(C)C)C(C)C.[CH3:34][NH:35][C@@H:36]1[CH2:40][CH2:39][NH:38][CH2:37]1, predict the reaction product.